Dataset: Forward reaction prediction with 1.9M reactions from USPTO patents (1976-2016). Task: Predict the product of the given reaction. (1) Given the reactants Cl[C:2]1[CH:10]=[CH:9][C:5]([C:6]([OH:8])=[O:7])=[CH:4][C:3]=1[N+:11]([O-:13])=[O:12].[C:14]1([CH:21]=[CH:20][C:18]([OH:19])=[CH:17][CH:16]=1)[OH:15], predict the reaction product. The product is: [OH:15][C:14]1[CH:21]=[CH:20][C:18]([O:19][C:2]2[CH:10]=[CH:9][C:5]([C:6]([OH:8])=[O:7])=[CH:4][C:3]=2[N+:11]([O-:13])=[O:12])=[CH:17][CH:16]=1. (2) Given the reactants [Br:1][C:2]1[CH:3]=[C:4]([CH:7]=[CH:8][CH:9]=1)[C:5]#[N:6].OO.C([O-])([O-])=[O:13].[K+].[K+].O, predict the reaction product. The product is: [Br:1][C:2]1[CH:3]=[C:4]([CH:7]=[CH:8][CH:9]=1)[C:5]([NH2:6])=[O:13].